This data is from Full USPTO retrosynthesis dataset with 1.9M reactions from patents (1976-2016). The task is: Predict the reactants needed to synthesize the given product. (1) Given the product [C:21]1([C:20]#[C:19][C:16]2[CH:17]=[CH:18][C:13]([C:12]3[NH:8][C:9]([NH2:27])=[N:10][CH:11]=3)=[CH:14][CH:15]=2)[CH:26]=[CH:25][CH:24]=[CH:23][CH:22]=1, predict the reactants needed to synthesize it. The reactants are: C(OC([N:8]1[C:12]([C:13]2[CH:18]=[CH:17][C:16]([C:19]#[C:20][C:21]3[CH:26]=[CH:25][CH:24]=[CH:23][CH:22]=3)=[CH:15][CH:14]=2)=[CH:11][N:10]=[C:9]1[NH:27]C(OC(C)(C)C)=O)=O)(C)(C)C.FC(F)(F)C(O)=O.C1(C)C=CC=CC=1. (2) Given the product [N:1]1([CH2:6][C:7]2[CH:12]=[CH:11][C:10]([CH:13]([OH:15])[CH3:14])=[CH:9][CH:8]=2)[CH:5]=[CH:4][CH:3]=[N:2]1, predict the reactants needed to synthesize it. The reactants are: [N:1]1([CH2:6][C:7]2[CH:12]=[CH:11][C:10]([C:13](=[O:15])[CH3:14])=[CH:9][CH:8]=2)[CH:5]=[CH:4][CH:3]=[N:2]1.[BH4-].[Na+].CO. (3) Given the product [F:18][C:9]([F:8])([F:17])[C:10]1[CH:15]=[C:14]([NH:16][C:1]2[CH2:5][CH2:4][C:3](=[O:6])[CH:2]=2)[CH:13]=[CH:12][N:11]=1, predict the reactants needed to synthesize it. The reactants are: [C:1]1(=O)[CH2:5][CH2:4][C:3](=[O:6])[CH2:2]1.[F:8][C:9]([F:18])([F:17])[C:10]1[CH:15]=[C:14]([NH2:16])[CH:13]=[CH:12][N:11]=1.C(O)(=O)C. (4) Given the product [N:34]1[S:35][N:36]=[C:37]2[C:42]([NH:43][C:22]([C@@H:12]3[CH2:11][C:10](=[N:9][O:8][CH2:1][C:2]4[CH:3]=[CH:4][CH:5]=[CH:6][CH:7]=4)[CH2:14][N:13]3[C:15]([NH:25][C:28]3[CH:33]=[CH:32][CH:31]=[CH:30][CH:29]=3)=[O:17])=[O:24])=[CH:41][CH:40]=[CH:39][C:38]=12, predict the reactants needed to synthesize it. The reactants are: [CH2:1]([O:8][N:9]=[C:10]1[CH2:14][N:13]([C:15]([O:17]C(C)(C)C)=O)[C@H:12]([C:22]([OH:24])=O)[CH2:11]1)[C:2]1[CH:7]=[CH:6][CH:5]=[CH:4][CH:3]=1.[N:25]([C:28]1[CH:33]=[CH:32][CH:31]=[CH:30][CH:29]=1)=C=O.[N:34]1[S:35][N:36]=[C:37]2[C:42]([NH2:43])=[CH:41][CH:40]=[CH:39][C:38]=12. (5) Given the product [Cl:35][C:17]1[CH:16]=[C:15]([CH:20]=[CH:19][C:18]=1[NH:21][C:22]([NH:24][C:25]1[CH:30]=[CH:29][CH:28]=[C:27]([C:31]([F:34])([F:33])[F:32])[CH:26]=1)=[O:23])[O:14][C:11]1[C:12]2[NH:13][C:5]([CH2:4][NH:3][C:39](=[O:40])[CH2:38][C:37]([OH:36])([CH3:43])[CH3:42])=[CH:6][C:7]=2[N:8]=[CH:9][N:10]=1, predict the reactants needed to synthesize it. The reactants are: Cl.Cl.[NH2:3][CH2:4][C:5]1[NH:13][C:12]2[C:11]([O:14][C:15]3[CH:20]=[CH:19][C:18]([NH:21][C:22]([NH:24][C:25]4[CH:30]=[CH:29][CH:28]=[C:27]([C:31]([F:34])([F:33])[F:32])[CH:26]=4)=[O:23])=[C:17]([Cl:35])[CH:16]=3)=[N:10][CH:9]=[N:8][C:7]=2[CH:6]=1.[OH:36][C:37]([CH3:43])([CH3:42])[CH2:38][C:39](O)=[O:40].C(N(CC)CC)C.Cl.C(N=C=NCCCN(C)C)C.ON1C2C=CC=CC=2N=N1. (6) Given the product [CH2:12]([O:15][C@H:16]1[CH2:21][CH2:3][C@H:2]([N:4]2[CH2:5][CH2:6][C:7](=[O:10])[CH2:8][CH2:9]2)[CH2:18][CH2:17]1)[CH2:13][CH3:14], predict the reactants needed to synthesize it. The reactants are: [I-].[CH2:2]([N+:4]1(C)[CH2:9][CH2:8][C:7](=[O:10])[CH2:6][CH2:5]1)[CH3:3].[CH2:12]([O:15][C@H:16]1[CH2:21]C[C@H](N)[CH2:18][CH2:17]1)[CH2:13][CH3:14].C(=O)([O-])[O-].[K+].[K+].O. (7) Given the product [NH2:18][C:16]1[CH:15]=[C:4]([CH:3]=[C:2]([F:1])[CH:17]=1)[O:5][C@@H:6]1[CH2:11][CH2:10][CH2:9][N:8]([C:12](=[O:14])[CH3:13])[CH2:7]1, predict the reactants needed to synthesize it. The reactants are: [F:1][C:2]1[CH:3]=[C:4]([CH:15]=[C:16]([N+:18]([O-])=O)[CH:17]=1)[O:5][C@@H:6]1[CH2:11][CH2:10][CH2:9][N:8]([C:12](=[O:14])[CH3:13])[CH2:7]1.FC1C=C(C=C(F)C=1)O[C@@H]1CCCN(C(=O)C)C1.C([O-])=O.[NH4+].CC(C)=O.